From a dataset of Reaction yield outcomes from USPTO patents with 853,638 reactions. Predict the reaction yield, written as a fraction of the theoretical maximum amount of product (1.0 means a 100% yield; for example, 0.34 means a 34% yield). (1) The reactants are [NH2:1][C:2]1[C:3]([CH3:12])=[CH:4][C:5]([Br:11])=[C:6]([CH:10]=1)[C:7]([OH:9])=[O:8].S(Cl)(Cl)=O.[CH3:17]O. No catalyst specified. The product is [NH2:1][C:2]1[C:3]([CH3:12])=[CH:4][C:5]([Br:11])=[C:6]([CH:10]=1)[C:7]([O:9][CH3:17])=[O:8]. The yield is 0.990. (2) The reactants are [OH-].[Li+].[CH2:3]([O:7][C:8]1[CH:38]=[CH:37][C:11]([C:12]([NH:14][CH2:15][C@H:16]([N:21]2[CH2:26][CH2:25][N:24]([S:27]([C:30]3[CH:35]=[CH:34][C:33]([CH3:36])=[CH:32][CH:31]=3)(=[O:29])=[O:28])[CH2:23][CH2:22]2)[C:17]([O:19]C)=[O:18])=[O:13])=[CH:10][CH:9]=1)[C:4]#[C:5][CH3:6].O. The catalyst is O1CCCC1. The product is [CH2:3]([O:7][C:8]1[CH:38]=[CH:37][C:11]([C:12]([NH:14][CH2:15][C@H:16]([N:21]2[CH2:22][CH2:23][N:24]([S:27]([C:30]3[CH:35]=[CH:34][C:33]([CH3:36])=[CH:32][CH:31]=3)(=[O:29])=[O:28])[CH2:25][CH2:26]2)[C:17]([OH:19])=[O:18])=[O:13])=[CH:10][CH:9]=1)[C:4]#[C:5][CH3:6]. The yield is 1.00.